The task is: Predict the reaction yield, written as a fraction of the theoretical maximum amount of product (1.0 means a 100% yield; for example, 0.34 means a 34% yield).. This data is from Reaction yield outcomes from USPTO patents with 853,638 reactions. (1) The reactants are [Cl-].O[NH3+:3].[C:4](=[O:7])([O-])[OH:5].[Na+].CS(C)=O.[CH2:13]([C:17]1[N:18]=[C:19]([CH3:42])[N:20]([CH:39]([CH3:41])[CH3:40])[C:21](=[O:38])[C:22]=1[CH2:23][C:24]1[CH:29]=[CH:28][C:27]([C:30]2[C:31]([C:36]#[N:37])=[CH:32][CH:33]=[CH:34][CH:35]=2)=[CH:26][CH:25]=1)[CH2:14][CH2:15][CH3:16]. The catalyst is O.C(OCC)(=O)C. The product is [CH2:13]([C:17]1[N:18]=[C:19]([CH3:42])[N:20]([CH:39]([CH3:41])[CH3:40])[C:21](=[O:38])[C:22]=1[CH2:23][C:24]1[CH:29]=[CH:28][C:27]([C:30]2[CH:35]=[CH:34][CH:33]=[CH:32][C:31]=2[C:36]2[NH:3][C:4](=[O:7])[O:5][N:37]=2)=[CH:26][CH:25]=1)[CH2:14][CH2:15][CH3:16]. The yield is 0.530. (2) The reactants are [CH2:1]([CH:8]([CH2:12][C:13]([OH:15])=[O:14])[C:9]([OH:11])=O)[C:2]1[CH:7]=[CH:6][CH:5]=[CH:4][CH:3]=1. The catalyst is FC(F)(F)C(OC(=O)C(F)(F)F)=O. The product is [CH2:1]([CH:8]1[CH2:12][C:13](=[O:14])[O:15][C:9]1=[O:11])[C:2]1[CH:3]=[CH:4][CH:5]=[CH:6][CH:7]=1. The yield is 0.940. (3) The reactants are [C:1](=[O:15])([O:6][CH2:7][CH2:8][O:9][C:10](=[O:14])[C:11]([CH3:13])=[CH2:12])[O:2][CH:3](Cl)[CH3:4].[C:16]([O-:21])(=[O:20])[C:17]([CH3:19])=[CH2:18].[K+]. The catalyst is CN(C)C=O.C1OCCOCCOCCOCCOCCOC1. The product is [C:1](=[O:15])([O:6][CH2:7][CH2:8][O:9][C:10](=[O:14])[C:11]([CH3:13])=[CH2:12])[O:2][CH:3]([O:21][C:16](=[O:20])[C:17]([CH3:19])=[CH2:18])[CH3:4]. The yield is 0.770. (4) The reactants are Br[C:2]1[CH:23]=[CH:22][C:5]([C:6]([NH:8][S:9]([C:12]2[CH:17]=[CH:16][CH:15]=[CH:14][C:13]=2[S:18](=[O:21])(=[O:20])[NH2:19])(=[O:11])=[O:10])=[O:7])=[CH:4][C:3]=1[O:24][CH:25]([CH3:27])[CH3:26].[C:28]([CH:30]1[CH2:35][CH2:34][CH2:33][CH2:32][CH2:31]1)#[CH:29]. No catalyst specified. The product is [CH:30]1([C:28]#[C:29][C:2]2[CH:23]=[CH:22][C:5]([C:6]([NH:8][S:9]([C:12]3[CH:17]=[CH:16][CH:15]=[CH:14][C:13]=3[S:18](=[O:21])(=[O:20])[NH2:19])(=[O:11])=[O:10])=[O:7])=[CH:4][C:3]=2[O:24][CH:25]([CH3:27])[CH3:26])[CH2:35][CH2:34][CH2:33][CH2:32][CH2:31]1. The yield is 0.160.